Task: Predict the reactants needed to synthesize the given product.. Dataset: Full USPTO retrosynthesis dataset with 1.9M reactions from patents (1976-2016) (1) Given the product [Cl:31][CH2:32][CH2:33][CH2:34][O:35][C:36]1[CH:41]=[CH:40][C:39]([C:42]2[S:43][C:14]3[CH2:13][N:12]([S:15]([N:18]4[CH2:19][CH2:20][O:21][CH2:22][CH2:23]4)(=[O:16])=[O:17])[CH2:11][CH2:44][C:49]=3[N:50]=2)=[CH:38][CH:37]=1, predict the reactants needed to synthesize it. The reactants are: FC(F)(F)S([O-])(=O)=O.C[N+]1[CH:14]=[CH:13][N:12]([S:15]([N:18]2[CH2:23][CH2:22][O:21][CH2:20][CH2:19]2)(=[O:17])=[O:16])[CH:11]=1.C(N(CC)CC)C.[Cl:31][CH2:32][CH2:33][CH2:34][O:35][C:36]1[CH:41]=[CH:40][C:39]([C:42]2[S:43][C:44]3CNCC[C:49]=3[N:50]=2)=[CH:38][CH:37]=1. (2) The reactants are: [OH:1][CH2:2][CH2:3][CH2:4][C:5]1[CH:10]=[CH:9][C:8]([CH:11]2[CH2:16][CH2:15][N:14]([C:17]([O:19][C:20]([CH3:23])([CH3:22])[CH3:21])=[O:18])[CH2:13][CH:12]2[O:24][CH2:25][C:26]2[CH:35]=[CH:34][C:33]3[C:28](=[CH:29][CH:30]=[CH:31][CH:32]=3)[CH:27]=2)=[CH:7][CH:6]=1.[CH2:36](Br)[C:37]1[CH:42]=[CH:41][CH:40]=[CH:39][CH:38]=1. Given the product [CH2:36]([O:1][CH2:2][CH2:3][CH2:4][C:5]1[CH:6]=[CH:7][C:8]([CH:11]2[CH2:16][CH2:15][N:14]([C:17]([O:19][C:20]([CH3:21])([CH3:22])[CH3:23])=[O:18])[CH2:13][CH:12]2[O:24][CH2:25][C:26]2[CH:35]=[CH:34][C:33]3[C:28](=[CH:29][CH:30]=[CH:31][CH:32]=3)[CH:27]=2)=[CH:9][CH:10]=1)[C:37]1[CH:42]=[CH:41][CH:40]=[CH:39][CH:38]=1, predict the reactants needed to synthesize it. (3) Given the product [NH2:54][C:2]1[CH:3]=[CH:4][C:5]([F:40])=[C:6]([C@:8]2([CH2:38][F:39])[C@H:14]3[C@:12](/[CH:15]=[CH:16]/[C:17]([O:19][CH2:20][CH3:21])=[O:18])([CH2:13]3)[S:11][C:10]([N:22]([C:31]([O:33][C:34]([CH3:37])([CH3:36])[CH3:35])=[O:32])[CH2:23][O:24][CH2:25][CH2:26][Si:27]([CH3:30])([CH3:29])[CH3:28])=[N:9]2)[CH:7]=1, predict the reactants needed to synthesize it. The reactants are: Br[C:2]1[CH:3]=[CH:4][C:5]([F:40])=[C:6]([C@:8]2([CH2:38][F:39])[C@H:14]3[C@:12](/[CH:15]=[CH:16]/[C:17]([O:19][CH2:20][CH3:21])=[O:18])([CH2:13]3)[S:11][C:10]([N:22]([C:31]([O:33][C:34]([CH3:37])([CH3:36])[CH3:35])=[O:32])[CH2:23][O:24][CH2:25][CH2:26][Si:27]([CH3:30])([CH3:29])[CH3:28])=[N:9]2)[CH:7]=1.O[C@H]([C@@H]1C([O-])=C(O)C(=O)O1)CO.[Na+].[N-:54]=[N+]=[N-].[Na+].CN[C@@H]1CCCC[C@H]1NC.CP(C)C. (4) Given the product [Br:1][CH2:2][C:3]1[CH:4]=[C:5]([CH:6]=[CH:7][CH:8]=1)[CH2:9][O:10][CH:12]1[CH2:13][CH2:14][CH2:15][CH2:16][O:11]1, predict the reactants needed to synthesize it. The reactants are: [Br:1][CH2:2][C:3]1[CH:4]=[C:5]([CH2:9][OH:10])[CH:6]=[CH:7][CH:8]=1.[O:11]1[CH:16]=[CH:15][CH2:14][CH2:13][CH2:12]1.C(=O)([O-])O.[Na+]. (5) Given the product [CH3:27][C:25]1[NH:24][C:23]([C:2]#[C:1][C:3]2[CH:4]=[N:5][CH:6]=[C:7]([CH:20]=2)[C:8]([N:10]=[S@@:11]([CH3:19])(=[O:18])[C:12]2[CH:13]=[CH:14][CH:15]=[CH:16][CH:17]=2)=[O:9])=[CH:22][N:26]=1, predict the reactants needed to synthesize it. The reactants are: [C:1]([C:3]1[CH:4]=[N:5][CH:6]=[C:7]([CH:20]=1)[C:8]([N:10]=[S@@:11]([CH3:19])(=[O:18])[C:12]1[CH:17]=[CH:16][CH:15]=[CH:14][CH:13]=1)=[O:9])#[CH:2].I[C:22]1[NH:26][C:25]([CH3:27])=[N:24][CH:23]=1.